This data is from Full USPTO retrosynthesis dataset with 1.9M reactions from patents (1976-2016). The task is: Predict the reactants needed to synthesize the given product. (1) Given the product [CH3:35][C@H:32]1[CH2:31][CH2:30][C@H:29]([N:13]([CH2:12][CH2:11][CH2:10][S:9][C:4]2[CH:3]=[CH:8][CH:7]=[CH:6][CH:5]=2)[C:14](=[O:28])[NH:15][C:16]2[S:17][C:18]([S:21][CH2:22][CH2:26][C:46]([OH:56])=[O:45])=[CH:19][N:20]=2)[CH2:34][CH2:33]1, predict the reactants needed to synthesize it. The reactants are: CO[C:3]1[CH:8]=[CH:7][CH:6]=[CH:5][C:4]=1[S:9][CH2:10][CH2:11][CH2:12][N:13]([C@H:29]1[CH2:34][CH2:33][C@H:32]([CH3:35])[CH2:31][CH2:30]1)[C:14](=[O:28])[NH:15][C:16]1[S:17][C:18]([S:21][C:22](C)([CH3:26])C(O)=O)=[CH:19][N:20]=1.C1(S)C=CC=CC=1.C([O:45][C:46](=[O:56])CCSC1SC(N)=NC=1)C. (2) Given the product [C:1]([O:5][C:6](=[O:7])[NH:8][C:9]1[CH:10]=[CH:11][C:12]([C:13]([N:54]2[CH2:55][C:49]3([CH3:48])[CH2:56][CH:53]2[CH2:52][C:51]([CH3:58])([CH3:57])[CH2:50]3)=[O:15])=[CH:16][CH:17]=1)([CH3:2])([CH3:3])[CH3:4], predict the reactants needed to synthesize it. The reactants are: [C:1]([O:5][C:6]([NH:8][C:9]1[CH:17]=[CH:16][C:12]([C:13]([OH:15])=O)=[CH:11][CH:10]=1)=[O:7])([CH3:4])([CH3:3])[CH3:2].C1C=CC2N(O)N=NC=2C=1.CCN=C=NCCCN(C)C.CCN(C(C)C)C(C)C.[CH3:48][C:49]12[CH2:56][CH:53]([NH:54][CH2:55]1)[CH2:52][C:51]([CH3:58])([CH3:57])[CH2:50]2.